This data is from Full USPTO retrosynthesis dataset with 1.9M reactions from patents (1976-2016). The task is: Predict the reactants needed to synthesize the given product. (1) Given the product [CH3:1][O:2][C:3]1[CH:4]=[C:5]2[C:10](=[CH:11][C:12]=1[O:13][CH3:14])[N:9]=[CH:8][CH:7]=[C:6]2[O:15][C:16]1[CH:21]=[CH:20][C:19]([NH:22][CH2:23][CH2:24][O:25][C:26]2[CH:31]=[CH:30][CH:29]=[CH:28][CH:27]=2)=[CH:18][C:17]=1[CH3:33], predict the reactants needed to synthesize it. The reactants are: [CH3:1][O:2][C:3]1[CH:4]=[C:5]2[C:10](=[CH:11][C:12]=1[O:13][CH3:14])[N:9]=[CH:8][CH:7]=[C:6]2[O:15][C:16]1[CH:21]=[CH:20][C:19]([NH:22][C:23](=O)[CH2:24][O:25][C:26]2[CH:31]=[CH:30][CH:29]=[CH:28][CH:27]=2)=[CH:18][C:17]=1[CH3:33].Cl.[OH-].[Na+]. (2) The reactants are: [CH3:1][C:2]1[CH:7]=[C:6]([O:8][CH2:9][C:10]2([C:14]([OH:16])=[O:15])[CH2:13][CH2:12][CH2:11]2)[N:5]=[CH:4][C:3]=1[C:17]1[CH:18]=[N:19][C:20]([C:23]2[N:24](COCC[Si](C)(C)C)[CH:25]=[C:26]([C:28]([F:31])([F:30])[F:29])[N:27]=2)=[CH:21][CH:22]=1. Given the product [CH3:1][C:2]1[CH:7]=[C:6]([O:8][CH2:9][C:10]2([C:14]([OH:16])=[O:15])[CH2:13][CH2:12][CH2:11]2)[N:5]=[CH:4][C:3]=1[C:17]1[CH:18]=[N:19][C:20]([C:23]2[NH:27][C:26]([C:28]([F:30])([F:29])[F:31])=[CH:25][N:24]=2)=[CH:21][CH:22]=1, predict the reactants needed to synthesize it.